From a dataset of Full USPTO retrosynthesis dataset with 1.9M reactions from patents (1976-2016). Predict the reactants needed to synthesize the given product. (1) Given the product [O:28]1[C:27]2[CH:26]=[CH:25][CH:24]=[C:23]([N:20]3[CH2:21][CH2:22][N:17]([CH:15]([CH3:16])[CH2:14][NH:7][C:8]4[CH:13]=[CH:12][CH:11]=[CH:10][N:9]=4)[CH2:18][CH2:19]3)[C:32]=2[O:31][CH2:30][CH2:29]1, predict the reactants needed to synthesize it. The reactants are: C(OC(=O)[N:7]([CH2:14][CH:15]([N:17]1[CH2:22][CH2:21][N:20]([C:23]2[C:32]3[O:31][CH2:30][CH2:29][O:28][C:27]=3[CH:26]=[CH:25][CH:24]=2)[CH2:19][CH2:18]1)[CH3:16])[C:8]1[CH:13]=[CH:12][CH:11]=[CH:10][N:9]=1)(C)(C)C.Cl. (2) Given the product [F:1][C:2]([F:11])([F:12])[C:3]1[CH:4]=[CH:5][C:6]([NH:9][N:10]=[CH:16][C:15]2[CH:18]=[CH:19][C:20]([OH:22])=[CH:21][C:14]=2[OH:13])=[CH:7][CH:8]=1, predict the reactants needed to synthesize it. The reactants are: [F:1][C:2]([F:12])([F:11])[C:3]1[CH:8]=[CH:7][C:6]([NH:9][NH2:10])=[CH:5][CH:4]=1.[OH:13][C:14]1[CH:21]=[C:20]([OH:22])[CH:19]=[CH:18][C:15]=1[CH:16]=O. (3) Given the product [CH:6]1([CH2:5][CH:4]([C:11]2[CH:12]=[CH:13][C:14]([C:17]3[CH:18]=[N:19][CH:20]=[CH:21][CH:22]=3)=[CH:15][CH:16]=2)[C:3]([NH:28][C:26]([NH:25][CH3:24])=[O:27])=[O:23])[CH2:10][CH2:9][CH2:8][CH2:7]1, predict the reactants needed to synthesize it. The reactants are: CO[C:3](=[O:23])[CH:4]([C:11]1[CH:16]=[CH:15][C:14]([C:17]2[CH:18]=[N:19][CH:20]=[CH:21][CH:22]=2)=[CH:13][CH:12]=1)[CH2:5][CH:6]1[CH2:10][CH2:9][CH2:8][CH2:7]1.[CH3:24][NH:25][C:26]([NH2:28])=[O:27].C[O-].[Mg+2].C[O-].CO. (4) The reactants are: Cl[C:2]1[N:3]=[N:4][CH:5]=[C:6]([Cl:8])[CH:7]=1.[CH3:9][N:10]1[C:18]2[C:13](=[CH:14][C:15](B(O)O)=[CH:16][CH:17]=2)[CH:12]=[N:11]1.C([O-])([O-])=O.[K+].[K+]. Given the product [Cl:8][C:6]1[CH:7]=[C:2]([C:15]2[CH:14]=[C:13]3[C:18](=[CH:17][CH:16]=2)[N:10]([CH3:9])[N:11]=[CH:12]3)[N:3]=[N:4][CH:5]=1, predict the reactants needed to synthesize it. (5) Given the product [CH3:13][C:14]1([CH3:30])[C:18]([CH3:20])([CH3:19])[O:17][B:16]([C:2]2[CH:7]=[CH:6][C:5]([C:8]3[O:12][CH:11]=[N:10][CH:9]=3)=[CH:4][CH:3]=2)[O:15]1, predict the reactants needed to synthesize it. The reactants are: Br[C:2]1[CH:7]=[CH:6][C:5]([C:8]2[O:12][CH:11]=[N:10][CH:9]=2)=[CH:4][CH:3]=1.[CH3:13][C:14]1([CH3:30])[C:18]([CH3:20])([CH3:19])[O:17][B:16]([B:16]2[O:17][C:18]([CH3:20])([CH3:19])[C:14]([CH3:30])([CH3:13])[O:15]2)[O:15]1.C([O-])(=O)C.[K+].[OH-].[Na+]. (6) Given the product [N+:15]([C:3]1[CH:4]=[CH:5][C:6]2[N:7]([CH:27]([CH3:28])[CH2:26][O:25][CH3:24])[C:8]3[C:13]([C:14]=2[C:2]=1[CH3:1])=[CH:12][CH:11]=[CH:10][CH:9]=3)([O-:17])=[O:16], predict the reactants needed to synthesize it. The reactants are: [CH3:1][C:2]1[C:14]2[C:13]3[C:8](=[CH:9][CH:10]=[CH:11][CH:12]=3)[NH:7][C:6]=2[CH:5]=[CH:4][C:3]=1[N+:15]([O-:17])=[O:16].C(=O)([O-])[O-].[Cs+].[Cs+].[CH3:24][O:25][CH2:26][CH:27](OS(C1C=CC(C)=CC=1)(=O)=O)[CH3:28].O.